This data is from Forward reaction prediction with 1.9M reactions from USPTO patents (1976-2016). The task is: Predict the product of the given reaction. The product is: [CH2:16]([C:2]1[S:10][C:5]2[C:6](=[O:9])[O:7][CH2:8][C:4]=2[CH:3]=1)[CH:12]=[CH2:11]. Given the reactants Br[C:2]1[S:10][C:5]2[C:6](=[O:9])[O:7][CH2:8][C:4]=2[CH:3]=1.[CH3:11][C:12]1(C)[C:16](C)(C)OB(CC=C)O1.C(=O)([O-])[O-].[K+].[K+], predict the reaction product.